From a dataset of Forward reaction prediction with 1.9M reactions from USPTO patents (1976-2016). Predict the product of the given reaction. (1) Given the reactants [CH3:1][S:2][C:3]1[CH:8]=[CH:7][CH:6]=[CH:5][C:4]=1[OH:9].[C:10](Cl)(=[O:12])[CH3:11].Cl.C(N([CH2:20][CH3:21])CC)C.[OH2:22], predict the reaction product. The product is: [C:10]([O:9][C:4]1[CH:5]=[C:6]([C:20](=[O:22])[CH3:21])[CH:7]=[CH:8][C:3]=1[S:2][CH3:1])(=[O:12])[CH3:11]. (2) Given the reactants CS([C:4]1[N:9]=[C:8]([N:10]2[C:18]3[C:13](=[C:14]([O:19][CH2:20][CH2:21][CH2:22][S:23]([CH3:26])(=[O:25])=[O:24])[CH:15]=[CH:16][CH:17]=3)[CH:12]=[CH:11]2)[CH:7]=[CH:6][N:5]=1)=O.Cl.[NH2:28][CH:29]1[CH2:34][CH2:33][CH:32]([CH2:35][OH:36])[CH2:31][CH2:30]1, predict the reaction product. The product is: [CH3:26][S:23]([CH2:22][CH2:21][CH2:20][O:19][C:14]1[CH:15]=[CH:16][CH:17]=[C:18]2[C:13]=1[CH:12]=[CH:11][N:10]2[C:8]1[CH:7]=[CH:6][N:5]=[C:4]([NH:28][CH:29]2[CH2:34][CH2:33][CH:32]([CH2:35][OH:36])[CH2:31][CH2:30]2)[N:9]=1)(=[O:25])=[O:24]. (3) Given the reactants Br[C:2]1[C:3]([C:16]2[CH:21]=[CH:20][CH:19]=[CH:18][CH:17]=2)=[N:4][C:5]2[C:10]([N:11]=1)=[CH:9][C:8]([C:12]([O:14]C)=[O:13])=[CH:7][CH:6]=2.[Br:22][C:23]1[CH:28]=[CH:27][C:26](B(O)O)=[CH:25][CH:24]=1, predict the reaction product. The product is: [Br:22][C:23]1[CH:28]=[CH:27][C:26]([C:2]2[C:3]([C:16]3[CH:21]=[CH:20][CH:19]=[CH:18][CH:17]=3)=[N:4][C:5]3[C:10]([N:11]=2)=[CH:9][C:8]([C:12]([OH:14])=[O:13])=[CH:7][CH:6]=3)=[CH:25][CH:24]=1. (4) Given the reactants [CH2:1]([NH:3][CH2:4][CH3:5])[CH3:2].C([NH:9][C:10]1[CH:19]=[CH:18][C:13]([S:14](Cl)(=[O:16])=[O:15])=[CH:12][CH:11]=1)(=O)C.Cl.[OH-].[Na+], predict the reaction product. The product is: [NH2:9][C:10]1[CH:19]=[CH:18][C:13]([S:14]([N:3]([CH2:4][CH3:5])[CH2:1][CH3:2])(=[O:16])=[O:15])=[CH:12][CH:11]=1. (5) Given the reactants [F:1][C:2]([F:23])([F:22])[C:3]1[CH:4]=[N:5][C:6]([N:9]2[CH2:14][CH2:13][CH:12]([N:15]3[N:19]=[C:18]([CH2:20][OH:21])[CH:17]=[N:16]3)[CH2:11][CH2:10]2)=[N:7][CH:8]=1.[CH2:24](O)[C:25]1[CH:30]=[CH:29][CH:28]=[CH:27][CH:26]=1, predict the reaction product. The product is: [CH2:24]([O:21][CH2:20][C:18]1[CH:17]=[N:16][N:15]([CH:12]2[CH2:13][CH2:14][N:9]([C:6]3[N:5]=[CH:4][C:3]([C:2]([F:1])([F:22])[F:23])=[CH:8][N:7]=3)[CH2:10][CH2:11]2)[N:19]=1)[C:25]1[CH:30]=[CH:29][CH:28]=[CH:27][CH:26]=1. (6) Given the reactants C1(S(N2C3C(=CC=CC=3)C(Br)=C2)(=O)=O)C=CC=CC=1.C(C1C=C(B(O)O)C=CC=1)#N.C1(S([N:40]2[C:48]3[C:43](=[CH:44][CH:45]=[CH:46][CH:47]=3)[C:42]([C:49]3[CH:50]=[C:51]([CH:54]=[CH:55][CH:56]=3)[C:52]#[N:53])=[CH:41]2)(=O)=O)C=CC=CC=1.C1(S([N:66]2[C:74]3[C:69](=[CH:70][CH:71]=[CH:72][CH:73]=3)[C:68]([C:75]3[CH:76]=[C:77]([CH:81]=[CH:82][CH:83]=3)[C:78]([NH2:80])=[O:79])=[CH:67]2)(=O)=O)C=CC=CC=1.[OH-].[K+], predict the reaction product. The product is: [NH:40]1[C:48]2[C:43](=[CH:44][CH:45]=[CH:46][CH:47]=2)[C:42]([C:49]2[CH:50]=[C:51]([CH:54]=[CH:55][CH:56]=2)[C:52]#[N:53])=[CH:41]1.[NH:66]1[C:74]2[C:69](=[CH:70][CH:71]=[CH:72][CH:73]=2)[C:68]([C:75]2[CH:76]=[C:77]([CH:81]=[CH:82][CH:83]=2)[C:78]([NH2:80])=[O:79])=[CH:67]1. (7) The product is: [C:15]([C:3]1[N:4]2[C:9]([CH:8]=[CH:7][CH:6]=[CH:5]2)=[CH:1][C:2]=1[C:10]([O:12][CH2:13][CH3:14])=[O:11])(=[O:17])[CH3:16]. Given the reactants [CH:1]1[C:2]([C:10]([O:12][CH2:13][CH3:14])=[O:11])=[CH:3][N:4]2[C:9]=1[CH:8]=[CH:7][CH:6]=[CH:5]2.[C:15]([O-])(=[O:17])[CH3:16].[Na+], predict the reaction product. (8) Given the reactants [CH3:1][C:2]1[C:6]([CH2:7][C:8]2[CH:13]=[CH:12][CH:11]=[CH:10][C:9]=2[S:14]([N:17]2[CH2:21][CH2:20][CH2:19][CH2:18]2)(=[O:16])=[O:15])=[C:5]([CH3:22])[NH:4][C:3]=1[C:23]#[N:24].C(=O)([O-])[O-].[Cs+].[Cs+].Br[CH2:32][C:33]([O:35][CH2:36][CH3:37])=[O:34], predict the reaction product. The product is: [C:23]([C:3]1[N:4]([CH2:32][C:33]([O:35][CH2:36][CH3:37])=[O:34])[C:5]([CH3:22])=[C:6]([CH2:7][C:8]2[CH:13]=[CH:12][CH:11]=[CH:10][C:9]=2[S:14]([N:17]2[CH2:21][CH2:20][CH2:19][CH2:18]2)(=[O:16])=[O:15])[C:2]=1[CH3:1])#[N:24]. (9) Given the reactants [NH2:1][C@@H:2]1[C@@H:8]([O:9][CH2:10][C:11]2[CH:16]=[CH:15][C:14]([O:17][CH3:18])=[CH:13][CH:12]=2)[C@H:7]([O:19][CH2:20][C:21]2[CH:26]=[CH:25][C:24]([O:27][CH3:28])=[CH:23][CH:22]=2)[C@@H:6]([CH2:29][O:30][CH2:31][C:32]2[CH:37]=[CH:36][C:35]([O:38][CH3:39])=[CH:34][CH:33]=2)[O:5][CH:3]1[OH:4].C(N(C(C)C)CC)(C)C.[F:49][C:50]([F:55])([F:54])[C:51](O)=[O:52].C(=O)([O-])O.[Na+], predict the reaction product. The product is: [CH3:18][O:17][C:14]1[CH:15]=[CH:16][C:11]([CH2:10][O:9][C@H:8]2[C@H:7]([O:19][CH2:20][C:21]3[CH:26]=[CH:25][C:24]([O:27][CH3:28])=[CH:23][CH:22]=3)[C@@H:6]([CH2:29][O:30][CH2:31][C:32]3[CH:33]=[CH:34][C:35]([O:38][CH3:39])=[CH:36][CH:37]=3)[O:5][CH:3]([OH:4])[C@@H:2]2[NH:1][C:51](=[O:52])[C:50]([F:55])([F:54])[F:49])=[CH:12][CH:13]=1. (10) Given the reactants [CH2:1]1[O:5][C:4]2[CH:6]=[C:7]([OH:10])[CH:8]=[CH:9][C:3]=2[O:2]1.[C:11]([O-])(=[O:13])[CH3:12].[Na+], predict the reaction product. The product is: [OH:10][C:7]1[C:8]([C:11](=[O:13])[CH3:12])=[CH:9][C:3]2[O:2][CH2:1][O:5][C:4]=2[CH:6]=1.